Task: Predict the product of the given reaction.. Dataset: Forward reaction prediction with 1.9M reactions from USPTO patents (1976-2016) (1) The product is: [NH2:25][C:21]1[C:18]2[C:19](=[O:20])[N:13]([C:10]3[CH:11]=[CH:12][C:7]([C:32]4[CH:33]=[CH:34][CH:35]=[CH:36][C:31]=4[Cl:30])=[C:8]([F:27])[CH:9]=3)[CH2:14][C@@H:15]([CH3:26])[O:16][C:17]=2[N:24]=[CH:23][N:22]=1. Given the reactants FC(F)(F)S(O[C:7]1[CH:12]=[CH:11][C:10]([N:13]2[C:19](=[O:20])[C:18]3[C:21]([NH2:25])=[N:22][CH:23]=[N:24][C:17]=3[O:16][C@H:15]([CH3:26])[CH2:14]2)=[CH:9][C:8]=1[F:27])(=O)=O.[Cl:30][C:31]1[CH:36]=[CH:35][CH:34]=[CH:33][C:32]=1B(O)O.P([O-])([O-])([O-])=O.[K+].[K+].[K+], predict the reaction product. (2) Given the reactants C1CO[C:8]23OCC[O:12][C:3]2([C@:4]2([CH2:27][CH2:26][C@H:25]4[C@@H:15]([CH2:16][C:17](=[C:28]([F:30])[F:29])[CH:18]5[C@:23]4([CH3:24])[CH2:22][CH2:21][CH2:20][CH2:19]5)[C@@H:6]2[CH2:7]3)[CH3:5])O1.C([C@@H]1C2[C@](C)(CCC(=[O:51])C2)[C@@H]2[C@H]([C@H]3[C@@](CC2)(C)C(=O)CC3)C1)#N, predict the reaction product. The product is: [F:29][C:28]([F:30])=[C:17]1[CH:18]2[C@:23]([CH3:24])([CH2:22][CH2:21][C:20](=[O:51])[CH2:19]2)[C@@H:25]2[C@H:15]([C@H:6]3[C@@:4]([CH2:27][CH2:26]2)([CH3:5])[C:3](=[O:12])[CH2:8][CH2:7]3)[CH2:16]1. (3) Given the reactants [S:1]=[C:2]1[C:11]2[C:6](=[CH:7][CH:8]=[CH:9][CH:10]=2)[CH2:5][C:4](=[O:12])[NH:3]1.C([O-])([O-])=O.[K+].[K+].Br[CH2:20][C:21]1[CH:26]=[CH:25][CH:24]=[CH:23][C:22]=1[Cl:27].C(O)(=O)CC(CC(O)=O)(C(O)=O)O, predict the reaction product. The product is: [Cl:27][C:22]1[CH:23]=[CH:24][CH:25]=[CH:26][C:21]=1[CH2:20][S:1][C:2]1[C:11]2[C:6](=[CH:7][CH:8]=[CH:9][CH:10]=2)[CH:5]=[C:4]([OH:12])[N:3]=1. (4) Given the reactants [OH:1][C:2]1[CH:3]=[C:4]([C:8]#[C:9][C:10]2[CH:11]=[C:12]([C:16]([N:18]=[S@:19]([CH2:27][C:28](OCC)=[O:29])([C:21]3[CH:26]=[CH:25][CH:24]=[CH:23][CH:22]=3)=[O:20])=[O:17])[CH:13]=[N:14][CH:15]=2)[CH:5]=[CH:6][CH:7]=1.Cl.[NH2:34][CH2:35][C:36]([NH2:38])=[O:37], predict the reaction product. The product is: [NH2:38][C:36](=[O:37])[CH2:35][NH:34][C:28](=[O:29])[CH2:27][S:19](=[O:20])([C:21]1[CH:26]=[CH:25][CH:24]=[CH:23][CH:22]=1)=[N:18][C:16](=[O:17])[C:12]1[CH:11]=[C:10]([C:9]#[C:8][C:4]2[CH:5]=[CH:6][CH:7]=[C:2]([OH:1])[CH:3]=2)[CH:15]=[N:14][CH:13]=1. (5) Given the reactants [Br:1]N1C(=O)CCC1=O.[Cl:9][C:10]1[C:11]([C:20]2[N:25]3[N:26]=[CH:27][N:28]=[C:24]3[N:23]=[C:22]([CH2:29][CH3:30])[CH:21]=2)=[N:12][CH:13]=[C:14]([C:16]([F:19])([F:18])[F:17])[CH:15]=1.O, predict the reaction product. The product is: [Br:1][CH:29]([C:22]1[CH:21]=[C:20]([C:11]2[C:10]([Cl:9])=[CH:15][C:14]([C:16]([F:17])([F:19])[F:18])=[CH:13][N:12]=2)[N:25]2[N:26]=[CH:27][N:28]=[C:24]2[N:23]=1)[CH3:30]. (6) Given the reactants [Si]([O:18][CH2:19][C@@H:20]1[C@H:24]2[O:25][C:26]([CH3:29])([CH3:28])[O:27][C@H:23]2[CH:22]([C:30]2[C:34]3[N:35]=[CH:36][N:37]=[C:38]([NH:39][C@@H:40]4[C:48]5[C:43](=[CH:44][CH:45]=[CH:46][CH:47]=5)[CH2:42][CH2:41]4)[C:33]=3[NH:32][CH:31]=2)[O:21]1)(C(C)(C)C)(C1C=CC=CC=1)C1C=CC=CC=1.[F-].C([N+](CCCC)(CCCC)CCCC)CCC, predict the reaction product. The product is: [C@@H:40]1([NH:39][C:38]2[C:33]3[NH:32][CH:31]=[C:30]([C@H:22]4[C@@H:23]5[O:27][C:26]([CH3:28])([CH3:29])[O:25][C@@H:24]5[C@@H:20]([CH2:19][OH:18])[O:21]4)[C:34]=3[N:35]=[CH:36][N:37]=2)[C:48]2[C:43](=[CH:44][CH:45]=[CH:46][CH:47]=2)[CH2:42][CH2:41]1.